From a dataset of Forward reaction prediction with 1.9M reactions from USPTO patents (1976-2016). Predict the product of the given reaction. (1) Given the reactants [F:1][C:2]([F:17])([F:16])[C:3]([C:6]1[CH:7]=[C:8]([C:12](OC)=[O:13])[CH:9]=[N:10][CH:11]=1)([OH:5])[CH3:4].[H-].C([Al+]CC(C)C)C(C)C, predict the reaction product. The product is: [F:17][C:2]([F:1])([F:16])[C:3]([C:6]1[CH:7]=[C:8]([CH:12]=[O:13])[CH:9]=[N:10][CH:11]=1)([OH:5])[CH3:4]. (2) Given the reactants C[O:2][C:3]([C:5]1[CH:10]=[C:9]([O:11][CH3:12])[C:8]([O:13][C@@H:14]([CH3:32])[C:15]([N:17]2[CH2:22][CH2:21][N:20]([C:23](=[O:30])[C:24]3[CH:29]=[CH:28][CH:27]=[CH:26][CH:25]=3)[CH2:19][C@H:18]2[CH3:31])=[O:16])=[CH:7][N:6]=1)=O.[CH3:33][NH2:34], predict the reaction product. The product is: [NH3:6].[CH3:33][NH:34][C:3]([C:5]1[CH:10]=[C:9]([O:11][CH3:12])[C:8]([O:13][C@@H:14]([CH3:32])[C:15]([N:17]2[CH2:22][CH2:21][N:20]([C:23](=[O:30])[C:24]3[CH:25]=[CH:26][CH:27]=[CH:28][CH:29]=3)[CH2:19][C@H:18]2[CH3:31])=[O:16])=[CH:7][N:6]=1)=[O:2]. (3) Given the reactants [OH:1][CH:2]([CH2:16][CH2:17][CH2:18][CH2:19][CH2:20][CH3:21])[CH2:3][CH2:4][CH2:5][CH2:6][CH2:7][CH2:8][CH2:9][CH2:10][CH2:11][CH2:12][C:13]([OH:15])=[O:14].C(N(CC)CC)C.[N+:29]([C:32]1[CH:40]=[CH:39][C:35]([C:36](Cl)=[O:37])=[CH:34][CH:33]=1)([O-:31])=[O:30], predict the reaction product. The product is: [C:13]([CH2:12][CH2:11][CH2:10][CH2:9][CH2:8][CH2:7][CH2:6][CH2:5][CH2:4][CH2:3][CH:2]([O:1][C:36](=[O:37])[C:35]1[CH:34]=[CH:33][C:32]([N+:29]([O-:31])=[O:30])=[CH:40][CH:39]=1)[CH2:16][CH2:17][CH2:18][CH2:19][CH2:20][CH3:21])([OH:15])=[O:14]. (4) Given the reactants [C:1]([C:5]1[CH:10]=[CH:9][C:8]([CH2:11][C:12]#[N:13])=[CH:7][CH:6]=1)([CH3:4])([CH3:3])[CH3:2].C([O:16][C:17]([C:19]1[N:23]([CH3:24])[N:22]=[C:21]([CH3:25])[C:20]=1[CH3:26])=O)C.C(C1C=CC(C)=NC=1)C.C(OCCOCCO)C.CO.C[O-].[Na+], predict the reaction product. The product is: [O:16]=[C:17]([C:19]1[N:23]([CH3:24])[N:22]=[C:21]([CH3:25])[C:20]=1[CH3:26])[CH:11]([C:8]1[CH:7]=[CH:6][C:5]([C:1]([CH3:4])([CH3:2])[CH3:3])=[CH:10][CH:9]=1)[C:12]#[N:13].